This data is from Forward reaction prediction with 1.9M reactions from USPTO patents (1976-2016). The task is: Predict the product of the given reaction. (1) Given the reactants [NH2:1][C:2]1[CH:7]=[CH:6][CH:5]=[CH:4][C:3]=1[OH:8].[Br:9][C:10]1[CH:17]=[CH:16][C:13]([CH:14]=O)=[CH:12][CH:11]=1.CC1C=CC(S(O)(=O)=O)=CC=1, predict the reaction product. The product is: [Br:9][C:10]1[CH:17]=[CH:16][C:13]([C:14]2[O:8][C:3]3[CH:4]=[CH:5][CH:6]=[CH:7][C:2]=3[N:1]=2)=[CH:12][CH:11]=1. (2) Given the reactants [CH3:1][O:2][CH2:3][CH2:4][NH2:5].[F:6][CH:7]([F:39])[C:8]1[N:12]([C:13]2[N:18]=[C:17]([N:19]3[CH2:24][CH2:23][O:22][CH2:21][CH2:20]3)[N:16]=[C:15]([O:25][C@H:26]3[CH2:31][CH2:30][C@H:29]([C:32]([OH:34])=O)[CH2:28][CH2:27]3)[CH:14]=2)[C:11]2[CH:35]=[CH:36][CH:37]=[CH:38][C:10]=2[N:9]=1.C(N(CC)C(C)C)(C)C.F[P-](F)(F)(F)(F)F.[H+].CN(C(=[N+](C)C)ON1C2=NC=CC=C2N=N1)C, predict the reaction product. The product is: [F:39][CH:7]([F:6])[C:8]1[N:12]([C:13]2[N:18]=[C:17]([N:19]3[CH2:24][CH2:23][O:22][CH2:21][CH2:20]3)[N:16]=[C:15]([O:25][C@H:26]3[CH2:31][CH2:30][C@H:29]([C:32]([NH:5][CH2:4][CH2:3][O:2][CH3:1])=[O:34])[CH2:28][CH2:27]3)[CH:14]=2)[C:11]2[CH:35]=[CH:36][CH:37]=[CH:38][C:10]=2[N:9]=1. (3) Given the reactants Cl[C:2]1[CH:3]=[CH:4][C:5]2[N:10](COCC[Si](C)(C)C)[C:9](=[O:19])[CH2:8][N:7]([C:20]([NH:22][CH:23]([C:27]3[CH:32]=[CH:31][C:30]([O:33][C:34]([F:37])([F:36])[F:35])=[CH:29][CH:28]=3)[CH2:24][O:25][CH3:26])=[O:21])[C:6]=2[N:38]=1.[CH:39]1(B(O)O)[CH2:41][CH2:40]1.C(=O)([O-])[O-].[Cs+].[Cs+].C1(P(C2CCCCC2)C2CCCCC2)CCCCC1, predict the reaction product. The product is: [CH:39]1([C:2]2[CH:3]=[CH:4][C:5]3[NH:10][C:9](=[O:19])[CH2:8][N:7]([C:20]([NH:22][CH:23]([C:27]4[CH:32]=[CH:31][C:30]([O:33][C:34]([F:36])([F:37])[F:35])=[CH:29][CH:28]=4)[CH2:24][O:25][CH3:26])=[O:21])[C:6]=3[N:38]=2)[CH2:41][CH2:40]1. (4) Given the reactants [NH2:1][CH2:2][C:3]1[C:4]([F:20])=[C:5]([O:10][C:11]2[CH:12]=[C:13]([CH:16]=[C:17]([Cl:19])[CH:18]=2)[C:14]#[N:15])[C:6]([Br:9])=[CH:7][CH:8]=1.[Br:21][C:22]1[N:23]=[C:24]([CH3:30])[NH:25][C:26]=1[C:27](O)=[O:28].CN(C(ON1N=NC2C=CC=NC1=2)=[N+](C)C)C.F[P-](F)(F)(F)(F)F.CCN(C(C)C)C(C)C, predict the reaction product. The product is: [Br:21][C:22]1[N:23]=[C:24]([CH3:30])[NH:25][C:26]=1[C:27]([NH:1][CH2:2][C:3]1[CH:8]=[CH:7][C:6]([Br:9])=[C:5]([O:10][C:11]2[CH:12]=[C:13]([C:14]#[N:15])[CH:16]=[C:17]([Cl:19])[CH:18]=2)[C:4]=1[F:20])=[O:28]. (5) Given the reactants S(Cl)([Cl:4])(=O)=O.[CH3:6][NH:7][C:8]([N:10]1[C:14]([CH3:15])=[CH:13][C:12]([O:16][C:17]2[CH:22]=[CH:21][C:20]([N+:23]([O-:25])=[O:24])=[CH:19][C:18]=2[C:26]([F:29])([F:28])[F:27])=[N:11]1)=[O:9], predict the reaction product. The product is: [CH3:6][NH:7][C:8]([N:10]1[C:14]([CH3:15])=[C:13]([Cl:4])[C:12]([O:16][C:17]2[CH:22]=[CH:21][C:20]([N+:23]([O-:25])=[O:24])=[CH:19][C:18]=2[C:26]([F:29])([F:28])[F:27])=[N:11]1)=[O:9]. (6) Given the reactants [CH2:1]1[O:8][C:6](=[O:7])[CH2:5][O:4][C:2]1=[O:3].C[C@H](O)C(O)=O.[C:15]1(=[O:22])[O:21][CH2:20][CH2:19][CH2:18][CH2:17][CH2:16]1.CCCCC(C([O-])=O)CC.CCCCC(C([O-])=O)CC.[Sn+2], predict the reaction product. The product is: [CH2:1]1[O:8][C:6](=[O:7])[CH2:5][O:4][C:2]1=[O:3].[C:15]1(=[O:22])[O:21][CH2:20][CH2:19][CH2:18][CH2:17][CH2:16]1. (7) Given the reactants [NH2:1][C:2](=[N:23][OH:24])[C:3]1[CH:8]=[CH:7][N:6]=[C:5]([N:9]2[CH2:14][CH2:13][N:12]([C:15](=[O:22])[CH2:16][CH2:17][C:18]([CH3:21])([CH3:20])[CH3:19])[CH2:11][CH2:10]2)[CH:4]=1.[H-].[Na+].[CH3:27][O:28][CH2:29][C:30](OC)=O, predict the reaction product. The product is: [CH3:19][C:18]([CH3:20])([CH3:21])[CH2:17][CH2:16][C:15]([N:12]1[CH2:13][CH2:14][N:9]([C:5]2[CH:4]=[C:3]([C:2]3[N:1]=[C:30]([CH2:29][O:28][CH3:27])[O:24][N:23]=3)[CH:8]=[CH:7][N:6]=2)[CH2:10][CH2:11]1)=[O:22]. (8) Given the reactants [C:1]([N:3]1[CH2:8][CH2:7][CH:6]([N:9]([CH:23]2[CH2:25][CH2:24]2)[C:10](=[O:22])[C:11]2[CH:16]=[CH:15][C:14]([C:17]3[O:21][CH:20]=[N:19][CH:18]=3)=[CH:13][CH:12]=2)[CH2:5][CH2:4]1)#[N:2].[F:26][C:27]([F:35])([F:34])[CH2:28][CH2:29][C:30]([NH:32][OH:33])=N, predict the reaction product. The product is: [CH:23]1([N:9]([CH:6]2[CH2:5][CH2:4][N:3]([C:1]3[O:33][N:32]=[C:30]([CH2:29][CH2:28][C:27]([F:35])([F:34])[F:26])[N:2]=3)[CH2:8][CH2:7]2)[C:10](=[O:22])[C:11]2[CH:12]=[CH:13][C:14]([C:17]3[O:21][CH:20]=[N:19][CH:18]=3)=[CH:15][CH:16]=2)[CH2:25][CH2:24]1. (9) Given the reactants Cl[Si:2]([C:5]([CH3:8])([CH3:7])[CH3:6])([CH3:4])[CH3:3].[Cl:9][C:10]1[CH:11]=[C:12]([CH:15]=[C:16]([O:18][C:19]2[C:20]([CH3:28])=[N:21][N:22]([CH2:25][CH2:26][OH:27])[C:23]=2[CH3:24])[CH:17]=1)[C:13]#[N:14].N1C=CN=C1.O, predict the reaction product. The product is: [Si:2]([O:27][CH2:26][CH2:25][N:22]1[C:23]([CH3:24])=[C:19]([O:18][C:16]2[CH:15]=[C:12]([CH:11]=[C:10]([Cl:9])[CH:17]=2)[C:13]#[N:14])[C:20]([CH3:28])=[N:21]1)([C:5]([CH3:8])([CH3:7])[CH3:6])([CH3:4])[CH3:3]. (10) The product is: [Cl:1][C:2]1[CH:16]=[CH:15][C:5]([CH2:6][N:7]2[CH:11]=[CH:10][C:9]([NH2:12])=[N:8]2)=[CH:4][CH:3]=1. Given the reactants [Cl:1][C:2]1[CH:16]=[CH:15][C:5]([CH2:6][N:7]2[CH:11]=[CH:10][C:9]([N+:12]([O-])=O)=[N:8]2)=[CH:4][CH:3]=1, predict the reaction product.